This data is from NCI-60 drug combinations with 297,098 pairs across 59 cell lines. The task is: Regression. Given two drug SMILES strings and cell line genomic features, predict the synergy score measuring deviation from expected non-interaction effect. (1) Synergy scores: CSS=13.9, Synergy_ZIP=7.75, Synergy_Bliss=5.81, Synergy_Loewe=-41.8, Synergy_HSA=-1.78. Drug 2: CC1=C2C(C(=O)C3(C(CC4C(C3C(C(C2(C)C)(CC1OC(=O)C(C(C5=CC=CC=C5)NC(=O)C6=CC=CC=C6)O)O)OC(=O)C7=CC=CC=C7)(CO4)OC(=O)C)O)C)OC(=O)C. Drug 1: CC1=CC2C(CCC3(C2CCC3(C(=O)C)OC(=O)C)C)C4(C1=CC(=O)CC4)C. Cell line: SK-MEL-5. (2) Drug 1: CCC1(C2=C(COC1=O)C(=O)N3CC4=CC5=C(C=CC(=C5CN(C)C)O)N=C4C3=C2)O.Cl. Drug 2: C(CCl)NC(=O)N(CCCl)N=O. Cell line: SNB-19. Synergy scores: CSS=47.3, Synergy_ZIP=-3.85, Synergy_Bliss=-3.21, Synergy_Loewe=-31.1, Synergy_HSA=-1.17. (3) Drug 1: C1C(C(OC1N2C=NC3=C2NC=NCC3O)CO)O. Drug 2: CC1CCCC2(C(O2)CC(NC(=O)CC(C(C(=O)C(C1O)C)(C)C)O)C(=CC3=CSC(=N3)C)C)C. Cell line: SK-MEL-28. Synergy scores: CSS=31.6, Synergy_ZIP=3.48, Synergy_Bliss=4.23, Synergy_Loewe=-10.3, Synergy_HSA=4.45. (4) Drug 1: CC1C(C(=O)NC(C(=O)N2CCCC2C(=O)N(CC(=O)N(C(C(=O)O1)C(C)C)C)C)C(C)C)NC(=O)C3=C4C(=C(C=C3)C)OC5=C(C(=O)C(=C(C5=N4)C(=O)NC6C(OC(=O)C(N(C(=O)CN(C(=O)C7CCCN7C(=O)C(NC6=O)C(C)C)C)C)C(C)C)C)N)C. Drug 2: CCN(CC)CCNC(=O)C1=C(NC(=C1C)C=C2C3=C(C=CC(=C3)F)NC2=O)C. Cell line: 786-0. Synergy scores: CSS=8.46, Synergy_ZIP=-3.94, Synergy_Bliss=-1.76, Synergy_Loewe=-12.1, Synergy_HSA=-3.58. (5) Drug 1: C1CN1P(=S)(N2CC2)N3CC3. Drug 2: C#CCC(CC1=CN=C2C(=N1)C(=NC(=N2)N)N)C3=CC=C(C=C3)C(=O)NC(CCC(=O)O)C(=O)O. Cell line: SW-620. Synergy scores: CSS=52.0, Synergy_ZIP=-2.37, Synergy_Bliss=-3.42, Synergy_Loewe=-5.24, Synergy_HSA=-0.886. (6) Drug 1: CC1C(C(CC(O1)OC2CC(CC3=C2C(=C4C(=C3O)C(=O)C5=C(C4=O)C(=CC=C5)OC)O)(C(=O)CO)O)N)O.Cl. Drug 2: CC12CCC3C(C1CCC2O)C(CC4=C3C=CC(=C4)O)CCCCCCCCCS(=O)CCCC(C(F)(F)F)(F)F. Cell line: T-47D. Synergy scores: CSS=18.5, Synergy_ZIP=-5.64, Synergy_Bliss=1.25, Synergy_Loewe=-1.83, Synergy_HSA=-0.000000289.